Dataset: CYP2C9 inhibition data for predicting drug metabolism from PubChem BioAssay. Task: Regression/Classification. Given a drug SMILES string, predict its absorption, distribution, metabolism, or excretion properties. Task type varies by dataset: regression for continuous measurements (e.g., permeability, clearance, half-life) or binary classification for categorical outcomes (e.g., BBB penetration, CYP inhibition). Dataset: cyp2c9_veith. (1) The drug is COc1ccc2[nH]cc(CCNC(C)=O)c2c1. The result is 0 (non-inhibitor). (2) The drug is OCC1CCCN(Cc2ccc(-c3ccccc3)cc2)C1. The result is 0 (non-inhibitor). (3) The compound is CC1=NN(c2ccccc2)C(=O)C1. The result is 0 (non-inhibitor). (4) The drug is C[C@@H]1C(=O)N(C)C(=O)c2nc[nH]c21. The result is 0 (non-inhibitor). (5) The compound is Cc1cccc(-n2nc([N+](=O)[O-])c(=NCc3cccnc3)n2O)c1. The result is 1 (inhibitor). (6) The compound is CCN1C(=O)C(CC(=O)Nc2ccc(Br)cc2)N(CCCc2ccccc2)C1=S. The result is 1 (inhibitor).